This data is from Forward reaction prediction with 1.9M reactions from USPTO patents (1976-2016). The task is: Predict the product of the given reaction. (1) Given the reactants [NH3:1].CO.[C:4]([C:6]1[CH:30]=[CH:29][C:9]([O:10][C:11]2[CH:16]=[CH:15][C:14]([C:17]3[N:22]=[C:21]([C:23]([O:25]C)=O)[CH:20]=[C:19]([CH:27]=[CH2:28])[N:18]=3)=[CH:13][CH:12]=2)=[CH:8][C:7]=1[C:31]([F:34])([F:33])[F:32])#[N:5], predict the reaction product. The product is: [C:4]([C:6]1[CH:30]=[CH:29][C:9]([O:10][C:11]2[CH:12]=[CH:13][C:14]([C:17]3[N:22]=[C:21]([C:23]([NH2:1])=[O:25])[CH:20]=[C:19]([CH:27]=[CH2:28])[N:18]=3)=[CH:15][CH:16]=2)=[CH:8][C:7]=1[C:31]([F:33])([F:34])[F:32])#[N:5]. (2) Given the reactants Br.[F:2][C:3]([C:6]1[S:10][C:9]2=[N:11][C:12]([C:14]([OH:16])=O)=[CH:13][N:8]2[N:7]=1)([F:5])[CH3:4].C(Cl)(=O)C([Cl:20])=O, predict the reaction product. The product is: [F:2][C:3]([C:6]1[S:10][C:9]2=[N:11][C:12]([C:14]([Cl:20])=[O:16])=[CH:13][N:8]2[N:7]=1)([F:5])[CH3:4].